From a dataset of Forward reaction prediction with 1.9M reactions from USPTO patents (1976-2016). Predict the product of the given reaction. (1) Given the reactants [NH2:1][C:2]1[CH:7]=[CH:6][C:5]([C:8]2[CH:13]=[CH:12][CH:11]=[C:10]([Cl:14])[CH:9]=2)=[CH:4][C:3]=1[C:15](=[O:17])[CH3:16].[BH4-].[Na+].C(OCC)(=O)C, predict the reaction product. The product is: [NH2:1][C:2]1[CH:7]=[CH:6][C:5]([C:8]2[CH:13]=[CH:12][CH:11]=[C:10]([Cl:14])[CH:9]=2)=[CH:4][C:3]=1[CH:15]([OH:17])[CH3:16]. (2) Given the reactants [NH:1]1[CH2:6][CH2:5][O:4][CH2:3][CH2:2]1.Br[CH2:8][CH2:9][C:10]1[C:18]2[C:13](=[CH:14][CH:15]=[CH:16][CH:17]=2)[NH:12][CH:11]=1, predict the reaction product. The product is: [NH:12]1[C:13]2[C:18](=[CH:17][CH:16]=[CH:15][CH:14]=2)[C:10]([CH2:9][CH2:8][N:1]2[CH2:6][CH2:5][O:4][CH2:3][CH2:2]2)=[CH:11]1.